This data is from Forward reaction prediction with 1.9M reactions from USPTO patents (1976-2016). The task is: Predict the product of the given reaction. (1) Given the reactants Br[C:2]1[S:10][C:9]2[C:4](=[N:5][CH:6]=[CH:7][C:8]=2[O:11][C:12]2[CH:17]=[CH:16][C:15]([N+:18]([O-:20])=[O:19])=[CH:14][C:13]=2[F:21])[CH:3]=1.[OH:22][CH2:23][C:24]1[CH:29]=[CH:28][C:27](B(O)O)=[CH:26][CH:25]=1.C([O-])(O)=O.[Na+].[F-].[Cs+], predict the reaction product. The product is: [F:21][C:13]1[CH:14]=[C:15]([N+:18]([O-:20])=[O:19])[CH:16]=[CH:17][C:12]=1[O:11][C:8]1[CH:7]=[CH:6][N:5]=[C:4]2[CH:3]=[C:2]([C:27]3[CH:28]=[CH:29][C:24]([CH2:23][OH:22])=[CH:25][CH:26]=3)[S:10][C:9]=12. (2) Given the reactants [CH2:1]([O:8][C:9](=[O:27])[NH:10][C@H:11]1[C:20]2[C:15](=[CH:16][CH:17]=[C:18]([C:21]([F:24])([F:23])[F:22])[CH:19]=2)[NH:14][C@@H:13]([CH2:25][CH3:26])[CH2:12]1)[C:2]1[CH:7]=[CH:6][CH:5]=[CH:4][CH:3]=1.N1C=CC=CC=1.Cl[C:35]([O:37][CH2:38][CH3:39])=[O:36].[OH-].[Na+], predict the reaction product. The product is: [CH2:38]([O:37][C:35]([N:14]1[C:15]2[C:20](=[CH:19][C:18]([C:21]([F:24])([F:22])[F:23])=[CH:17][CH:16]=2)[C@H:11]([NH:10][C:9]([O:8][CH2:1][C:2]2[CH:3]=[CH:4][CH:5]=[CH:6][CH:7]=2)=[O:27])[CH2:12][C@@H:13]1[CH2:25][CH3:26])=[O:36])[CH3:39].